This data is from Peptide-MHC class I binding affinity with 185,985 pairs from IEDB/IMGT. The task is: Regression. Given a peptide amino acid sequence and an MHC pseudo amino acid sequence, predict their binding affinity value. This is MHC class I binding data. (1) The peptide sequence is RFNVAITRAK. The MHC is HLA-A33:01 with pseudo-sequence HLA-A33:01. The binding affinity (normalized) is 0.172. (2) The peptide sequence is FVNYNFTLV. The MHC is Mamu-B17 with pseudo-sequence Mamu-B17. The binding affinity (normalized) is 0.0953. (3) The peptide sequence is FSLGAAVKA. The binding affinity (normalized) is 0. The MHC is H-2-Db with pseudo-sequence H-2-Db. (4) The peptide sequence is ETVNFVPNY. The MHC is HLA-B51:01 with pseudo-sequence HLA-B51:01. The binding affinity (normalized) is 0.0847. (5) The peptide sequence is LSKIPYLRNY. The binding affinity (normalized) is 0.273. The MHC is HLA-A11:01 with pseudo-sequence HLA-A11:01. (6) The peptide sequence is YLYLRPYAL. The MHC is BoLA-JSP.1 with pseudo-sequence BoLA-JSP.1. The binding affinity (normalized) is 0.0641. (7) The peptide sequence is IPFEIMDLEK. The MHC is HLA-B35:01 with pseudo-sequence HLA-B35:01. The binding affinity (normalized) is 0.196. (8) The peptide sequence is EAQERISAL. The MHC is BoLA-T2b with pseudo-sequence BoLA-T2b. The binding affinity (normalized) is 0.314.